From a dataset of Reaction yield outcomes from USPTO patents with 853,638 reactions. Predict the reaction yield, written as a fraction of the theoretical maximum amount of product (1.0 means a 100% yield; for example, 0.34 means a 34% yield). (1) The reactants are [C:1]([Cl:4])(=[O:3])C.O=C([O-])[C@@H:7]([C@H:9]([C@H:11]([C@@H:13]([C:15]([O-:17])=[O:16])[OH:14])[OH:12])[OH:10])[OH:8].[C:19]1([CH2:27][NH3+:28])[CH:24]=[CH:23][CH:22]=[C:21]([CH2:25][NH3+:26])[CH:20]=1.[CH3:29][OH:30]. No catalyst specified. The product is [O:30]=[C:29]([O:3][CH3:1])[C@@H:7]([C@H:9]([C@H:11]([C@@H:13]([C:15]([O:17][CH3:19])=[O:16])[OH:14])[OH:12])[OH:10])[OH:8].[Cl-:4].[Cl-:4].[C:19]1([CH2:27][NH3+:28])[CH:24]=[CH:23][CH:22]=[C:21]([CH2:25][NH3+:26])[CH:20]=1. The yield is 0.889. (2) The reactants are [CH3:1][C:2]([O:5][C:6]([N:8]1[CH2:15][C@@H:14]([OH:16])[CH2:13][C@H:9]1[C:10]([OH:12])=O)=[O:7])([CH3:4])[CH3:3].Cl.[NH2:18][C@:19]1([C:24]([O:26][CH2:27][CH3:28])=[O:25])[CH2:21][C@H:20]1[CH:22]=[CH2:23].CN(C(ON1N=NC2C=CC=NC1=2)=[N+](C)C)C.F[P-](F)(F)(F)(F)F.C(N(C(C)C)CC)(C)C. The catalyst is ClCCl. The product is [CH:22]([C@@H:20]1[CH2:21][C@:19]1([NH:18][C:10]([C@@H:9]1[CH2:13][C@H:14]([OH:16])[CH2:15][N:8]1[C:6]([O:5][C:2]([CH3:1])([CH3:3])[CH3:4])=[O:7])=[O:12])[C:24]([O:26][CH2:27][CH3:28])=[O:25])=[CH2:23]. The yield is 0.950. (3) The reactants are C(OC([NH:8][C@H:9]([C:11]([NH:13][CH:14]1[N:20]=[C:19]([C:21]2[CH:26]=[CH:25][CH:24]=[CH:23][N:22]=2)[C:18]2[CH:27]=[CH:28][CH:29]=[CH:30][C:17]=2[N:16]([CH2:31][C:32](=[O:37])[C:33]([CH3:36])([CH3:35])[CH3:34])[C:15]1=[O:38])=[O:12])[CH3:10])=O)(C)(C)C.C(O)(C(F)(F)F)=O. No catalyst specified. The product is [NH2:8][C@H:9]([C:11]([NH:13][CH:14]1[N:20]=[C:19]([C:21]2[CH:26]=[CH:25][CH:24]=[CH:23][N:22]=2)[C:18]2[CH:27]=[CH:28][CH:29]=[CH:30][C:17]=2[N:16]([CH2:31][C:32](=[O:37])[C:33]([CH3:35])([CH3:34])[CH3:36])[C:15]1=[O:38])=[O:12])[CH3:10]. The yield is 0.930. (4) The reactants are [Cl:1][C:2]1[NH:6][C:5]2[C:7]([CH:12]([CH2:15][CH3:16])[CH2:13][CH3:14])=[CH:8][CH:9]=[C:10]([Cl:11])[C:4]=2[N:3]=1.[CH3:17][O:18][C:19]1[CH:26]=[CH:25][C:22]([CH2:23]Cl)=[CH:21][CH:20]=1.C(=O)([O-])[O-].[K+].[K+]. The catalyst is CN(C)C=O.O. The product is [Cl:1][C:2]1[N:3]([CH2:23][C:22]2[CH:25]=[CH:26][C:19]([O:18][CH3:17])=[CH:20][CH:21]=2)[C:4]2[C:10]([Cl:11])=[CH:9][CH:8]=[C:7]([CH:12]([CH2:15][CH3:16])[CH2:13][CH3:14])[C:5]=2[N:6]=1. The yield is 0.910. (5) The reactants are FC1C=C(F)C=CC=1C1C=C(CO)C(=O)N(CC(C)C)N=1.[F:22][C:23]1[CH:24]=[C:25]([C:31]2[CH:32]=[C:33]([C:38]([O:40][CH3:41])=[O:39])[C:34](=[O:37])[NH:35][N:36]=2)[CH:26]=[CH:27][C:28]=1[O:29][CH3:30].[Cl:42][C:43]1[CH:50]=[CH:49][C:46]([CH2:47]Cl)=[CH:45][CH:44]=1. No catalyst specified. The product is [Cl:42][C:43]1[CH:50]=[CH:49][C:46]([CH2:47][N:35]2[C:34](=[O:37])[C:33]([C:38]([O:40][CH3:41])=[O:39])=[CH:32][C:31]([C:25]3[CH:26]=[CH:27][C:28]([O:29][CH3:30])=[C:23]([F:22])[CH:24]=3)=[N:36]2)=[CH:45][CH:44]=1. The yield is 0.976. (6) The reactants are [CH3:1][O:2][C:3]1[CH:4]=[C:5]2[C:10](=[CH:11][C:12]=1[O:13][CH3:14])[N:9]=[CH:8][N:7]=[C:6]2[O:15][C:16]1[CH:17]=[C:18]([CH:20]=[CH:21][CH:22]=1)[NH2:19].[C:23]1([C:29]2[CH:33]=[C:32]([NH:34][C:35](=O)[O:36]C3C=CC=CC=3)[O:31][N:30]=2)[CH:28]=[CH:27][CH:26]=[CH:25][CH:24]=1. No catalyst specified. The product is [CH3:1][O:2][C:3]1[CH:4]=[C:5]2[C:10](=[CH:11][C:12]=1[O:13][CH3:14])[N:9]=[CH:8][N:7]=[C:6]2[O:15][C:16]1[CH:17]=[C:18]([NH:19][C:35]([NH:34][C:32]2[O:31][N:30]=[C:29]([C:23]3[CH:24]=[CH:25][CH:26]=[CH:27][CH:28]=3)[CH:33]=2)=[O:36])[CH:20]=[CH:21][CH:22]=1. The yield is 0.440.